Dataset: Reaction yield outcomes from USPTO patents with 853,638 reactions. Task: Predict the reaction yield, written as a fraction of the theoretical maximum amount of product (1.0 means a 100% yield; for example, 0.34 means a 34% yield). (1) The reactants are [Cl:1][C:2]1C(C)=[N:4][O:5][C:6]=1[N:7]([CH2:35][O:36][CH2:37][CH2:38][O:39][CH3:40])[S:8]([C:11]1[C:19]2[C:14](=[N:15][CH:16]=[CH:17][CH:18]=2)[S:13][C:12]=1[CH2:20][C:21]1[CH:30]=[CH:29][C:28]2[C:23](=[CH:24][CH:25]=[CH:26][CH:27]=2)[C:22]=1OC(=O)C)(=[O:10])=[O:9].C([SiH]([CH2:47][CH3:48])CC)C.B(F)(F)F.CCOCC. The catalyst is C(Cl)Cl. The product is [Cl:1][C:2]1[C:47]([CH3:48])=[N:4][O:5][C:6]=1[N:7]([CH2:35][O:36][CH2:37][CH2:38][O:39][CH3:40])[S:8]([C:11]1[C:19]2[C:14](=[N:15][CH:16]=[CH:17][CH:18]=2)[S:13][C:12]=1[CH2:20][C:21]1[C:22]2[C:27](=[CH:26][CH:25]=[CH:24][CH:23]=2)[CH:28]=[CH:29][CH:30]=1)(=[O:10])=[O:9]. The yield is 0.660. (2) The reactants are [Cl:1][C:2]1[CH:20]=[C:19]([O:21]COC)[CH:18]=[CH:17][C:3]=1[CH2:4][CH:5]1[CH2:9][CH2:8][N:7]([CH:10]2[CH2:15][CH2:14][CH2:13][CH2:12][CH2:11]2)[C:6]1=[O:16].Cl.C(OCC)(=O)C.O. The catalyst is O1CCCC1. The product is [Cl:1][C:2]1[CH:20]=[C:19]([OH:21])[CH:18]=[CH:17][C:3]=1[CH2:4][CH:5]1[CH2:9][CH2:8][N:7]([CH:10]2[CH2:11][CH2:12][CH2:13][CH2:14][CH2:15]2)[C:6]1=[O:16]. The yield is 0.650. (3) The yield is 0.670. The reactants are [Cl:1][C:2]1[CH:3]=[N:4][N:5]([CH3:16])[C:6]=1[C:7]1[CH:8]=[C:9]([C:13]([OH:15])=O)[O:10][C:11]=1[CH3:12].[NH2:17][C@@H:18]([CH2:31][C:32]1[CH:37]=[CH:36][C:35]([F:38])=[CH:34][CH:33]=1)[CH2:19][N:20]1[C:28](=[O:29])[C:27]2[C:22](=[CH:23][CH:24]=[CH:25][CH:26]=2)[C:21]1=[O:30].CC(OC(N[C@H](C(O)=O)CC1C=CC=CC=1C(F)(F)F)=O)(C)C.C1CN([P+](Br)(N2CCCC2)N2CCCC2)CC1.F[P-](F)(F)(F)(F)F.CCN(C(C)C)C(C)C. The catalyst is C(Cl)(Cl)Cl. The product is [Cl:1][C:2]1[CH:3]=[N:4][N:5]([CH3:16])[C:6]=1[C:7]1[CH:8]=[C:9]([C:13]([NH:17][C@@H:18]([CH2:31][C:32]2[CH:33]=[CH:34][C:35]([F:38])=[CH:36][CH:37]=2)[CH2:19][N:20]2[C:28](=[O:29])[C:27]3[C:22](=[CH:23][CH:24]=[CH:25][CH:26]=3)[C:21]2=[O:30])=[O:15])[O:10][C:11]=1[CH3:12]. (4) The reactants are [CH2:1]([O:3][P:4]([CH2:9][CH2:10][C:11]([CH3:28])=[CH:12][CH2:13][C:14]1[C:15]([OH:27])=[C:16]2[C:20](=[C:21]([CH3:25])[C:22]=1[O:23][CH3:24])[CH2:19][O:18][C:17]2=[O:26])(=[O:8])[O:5]CC)[CH3:2].[Li+].[OH-].CO.Cl. The catalyst is [Cl-].[Na+].O.O. The product is [CH2:1]([O:3][P:4]([CH2:9][CH2:10][C:11]([CH3:28])=[CH:12][CH2:13][C:14]1[C:15]([OH:27])=[C:16]2[C:20](=[C:21]([CH3:25])[C:22]=1[O:23][CH3:24])[CH2:19][O:18][C:17]2=[O:26])(=[O:5])[OH:8])[CH3:2]. The yield is 0.280.